This data is from Full USPTO retrosynthesis dataset with 1.9M reactions from patents (1976-2016). The task is: Predict the reactants needed to synthesize the given product. Given the product [CH2:2]([N:6]1[C:10]([CH3:11])=[CH:9][S:8]/[C:7]/1=[CH:12]\[C:19]([C:18]1[CH:22]=[C:14]([F:13])[CH:15]=[CH:16][C:17]=1[C:23]([F:26])([F:24])[F:25])=[O:20])[CH2:3][CH2:4][CH3:5], predict the reactants needed to synthesize it. The reactants are: [I-].[CH2:2]([N+:6]1[C:10]([CH3:11])=[CH:9][S:8][C:7]=1[CH3:12])[CH2:3][CH2:4][CH3:5].[F:13][C:14]1[CH:15]=[CH:16][C:17]([C:23]([F:26])([F:25])[F:24])=[C:18]([CH:22]=1)[C:19](Cl)=[O:20].